This data is from Full USPTO retrosynthesis dataset with 1.9M reactions from patents (1976-2016). The task is: Predict the reactants needed to synthesize the given product. (1) Given the product [NH2:10][C:6]1[N:7]=[C:8]([CH3:9])[C:3]([CH2:2][NH:1][C:26]([C:25]2[CH:29]=[CH:30][N:31]=[C:23]([CH2:22][C:18]3[CH:19]=[C:20]4[C:15](=[C:16]([C:32]([O:34][CH3:35])=[O:33])[CH:17]=3)[N:14]=[CH:13][C:12]([Cl:11])=[CH:21]4)[CH:24]=2)=[O:27])=[CH:4][CH:5]=1, predict the reactants needed to synthesize it. The reactants are: [NH2:1][CH2:2][C:3]1[CH:4]=[CH:5][C:6]([NH2:10])=[N:7][C:8]=1[CH3:9].[Cl:11][C:12]1[CH:13]=[N:14][C:15]2[C:20]([CH:21]=1)=[CH:19][C:18]([CH2:22][C:23]1[CH:24]=[C:25]([CH:29]=[CH:30][N:31]=1)[C:26](O)=[O:27])=[CH:17][C:16]=2[C:32]([O:34][CH3:35])=[O:33].CN(C(ON1N=NC2C=CC=NC1=2)=[N+](C)C)C.F[P-](F)(F)(F)(F)F.CCN(CC)CC. (2) Given the product [Br:1][C:2]1[C:3]([CH3:11])=[CH:4][C:5]([C:6]([NH2:7])=[O:15])=[CH:8][C:9]=1[CH3:10], predict the reactants needed to synthesize it. The reactants are: [Br:1][C:2]1[C:9]([CH3:10])=[CH:8][C:5]([C:6]#[N:7])=[CH:4][C:3]=1[CH3:11].OO.C([O-])([O-])=[O:15].[K+].[K+].O. (3) Given the product [F:1][C:2]1[C:3]([C:8]2([CH2:12][NH:13][C:14]3[N:19]=[N:18][C:17]([C:29](=[O:30])[CH3:31])=[CH:16][CH:15]=3)[CH2:9][CH2:10][CH2:11]2)=[N:4][CH:5]=[CH:6][CH:7]=1, predict the reactants needed to synthesize it. The reactants are: [F:1][C:2]1[C:3]([C:8]2([CH2:12][NH:13][C:14]3[N:19]=[N:18][C:17](C#N)=[CH:16][CH:15]=3)[CH2:11][CH2:10][CH2:9]2)=[N:4][CH:5]=[CH:6][CH:7]=1.C[Mg+].[Br-].Cl.CCO[C:29]([CH3:31])=[O:30]. (4) Given the product [C:13]1([N:19]2[C:10]3[CH2:9][CH2:8][CH2:7][C:6](=[O:12])[C:5]=3[CH:4]=[N:2]2)[CH:18]=[CH:17][CH:16]=[CH:15][CH:14]=1, predict the reactants needed to synthesize it. The reactants are: C[N:2]([CH:4]=[C:5]1[C:10](=O)[CH2:9][CH2:8][CH2:7][C:6]1=[O:12])C.[C:13]1([NH:19]N)[CH:18]=[CH:17][CH:16]=[CH:15][CH:14]=1. (5) Given the product [O-:4][S:2]([C:5]([F:8])([F:7])[F:6])(=[O:3])=[O:1].[CH3:9][N:10]([CH3:24])[C:11]1[CH:12]=[C:13]2[C:18](=[CH:19][CH:20]=1)[N+:17]([CH2:21][CH3:22])=[C:16](/[CH:23]=[CH:31]/[C:30]1[CH:29]=[C:28]([CH3:33])[N:27]([C:34]3[CH:39]=[CH:38][CH:37]=[CH:36][CH:35]=3)[C:26]=1[CH3:25])[CH:15]=[CH:14]2, predict the reactants needed to synthesize it. The reactants are: [O-:1][S:2]([C:5]([F:8])([F:7])[F:6])(=[O:4])=[O:3].[CH3:9][N:10]([CH3:24])[C:11]1[CH:12]=[C:13]2[C:18](=[CH:19][CH:20]=1)[N+:17]([CH2:21][CH3:22])=[C:16]([CH3:23])[CH:15]=[CH:14]2.[CH3:25][C:26]1[N:27]([C:34]2[CH:39]=[CH:38][CH:37]=[CH:36][CH:35]=2)[C:28]([CH3:33])=[CH:29][C:30]=1[CH:31]=O.